From a dataset of Catalyst prediction with 721,799 reactions and 888 catalyst types from USPTO. Predict which catalyst facilitates the given reaction. (1) Reactant: [C:9](O[C:9]([O:11][C:12]([CH3:15])([CH3:14])[CH3:13])=[O:10])([O:11][C:12]([CH3:15])([CH3:14])[CH3:13])=[O:10].[CH3:16][NH:17][CH2:18][C:19]#[CH:20]. Product: [C:9]([N:17]([CH2:18][C:19]#[CH:20])[CH3:16])([O:11][C:12]([CH3:13])([CH3:14])[CH3:15])=[O:10]. The catalyst class is: 5. (2) Reactant: [Cl:1][C:2]1[CH:3]=[C:4]([C:12]2[O:16][N:15]=[C:14]([C:17]3[CH:18]=[CH:19][CH:20]=[C:21]4[C:25]=3[N:24]([CH3:26])[CH:23]=[C:22]4[CH2:27][NH:28][CH2:29][C:30]([O:32]CC)=[O:31])[N:13]=2)[CH:5]=[CH:6][C:7]=1[O:8][CH:9]([CH3:11])[CH3:10].[OH-].[Na+]. Product: [Cl:1][C:2]1[CH:3]=[C:4]([C:12]2[O:16][N:15]=[C:14]([C:17]3[CH:18]=[CH:19][CH:20]=[C:21]4[C:25]=3[N:24]([CH3:26])[CH:23]=[C:22]4[CH2:27][NH:28][CH2:29][C:30]([OH:32])=[O:31])[N:13]=2)[CH:5]=[CH:6][C:7]=1[O:8][CH:9]([CH3:10])[CH3:11]. The catalyst class is: 738. (3) Reactant: [NH2:1][C:2]1[N:7]=[N:6][C:5]([C:8]([O:10][CH3:11])=[O:9])=[CH:4][CH:3]=1.N1C=CC=CC=1.[C:18](Cl)(=O)[O:19]C1C=CC([N+]([O-])=O)=CC=1.Cl.Cl.[CH2:33]1[C:41]2[CH:40]=[CH:39][N:38]=[CH:37][C:36]=2[CH2:35][NH:34]1.C(C(C(C)C)(C(C)C)CN)(C)C.C(=O)([O-])N. Product: [CH2:33]1[C:41]2[CH:40]=[CH:39][N:38]=[CH:37][C:36]=2[CH2:35][N:34]1[C:18]([NH:1][C:2]1[N:7]=[N:6][C:5]([C:8]([O:10][CH3:11])=[O:9])=[CH:4][CH:3]=1)=[O:19]. The catalyst class is: 120. (4) Reactant: [C:1]([O:5][C:6]([N:8]1[CH2:14][CH2:13][CH2:12][N:11]([C:15](=[O:26])[C:16]2[CH:21]=[C:20]([CH:22](Cl)[CH3:23])[CH:19]=[CH:18][C:17]=2[F:25])[CH2:10][CH2:9]1)=[O:7])([CH3:4])([CH3:3])[CH3:2].[OH:27][C:28]1[CH:32]=[CH:31][S:30][C:29]=1[C:33]([NH2:35])=[O:34].C(=O)([O-])[O-].[K+].[K+]. Product: [C:1]([O:5][C:6]([N:8]1[CH2:14][CH2:13][CH2:12][N:11]([C:15](=[O:26])[C:16]2[CH:21]=[C:20]([CH:22]([O:27][C:28]3[CH:32]=[CH:31][S:30][C:29]=3[C:33](=[O:34])[NH2:35])[CH3:23])[CH:19]=[CH:18][C:17]=2[F:25])[CH2:10][CH2:9]1)=[O:7])([CH3:4])([CH3:3])[CH3:2]. The catalyst class is: 3. (5) Reactant: [C:1]([O:5][C:6](=[O:18])[N:7]([CH:9]([C:12]1[CH:17]=[CH:16][CH:15]=[CH:14][CH:13]=1)[CH2:10]O)[CH3:8])([CH3:4])([CH3:3])[CH3:2].CC(OI1(OC(C)=O)(OC(C)=O)OC(=O)C2C=CC=CC1=2)=O.C(=O)(O)[O-].[Na+].S([O-])([O-])(=O)=S.[Na+].[Na+].Cl.[CH2:54]([O:56][C:57](=[O:65])[CH2:58][O:59][C@H:60]1[CH2:64][CH2:63][NH:62][CH2:61]1)[CH3:55].C(N(C(C)C)CC)(C)C.C(O[BH-](OC(=O)C)OC(=O)C)(=O)C.[Na+]. Product: [CH2:54]([O:56][C:57](=[O:65])[CH2:58][O:59][CH:60]1[CH2:64][CH2:63][N:62]([CH2:10][CH:9]([N:7]([C:6]([O:5][C:1]([CH3:4])([CH3:3])[CH3:2])=[O:18])[CH3:8])[C:12]2[CH:17]=[CH:16][CH:15]=[CH:14][CH:13]=2)[CH2:61]1)[CH3:55]. The catalyst class is: 4. (6) Reactant: [CH3:1][C:2]([CH3:25])([CH3:24])[CH2:3][N:4]1[C:8]2[N:9]=[C:10]([C:13]#[N:14])[N:11]=[CH:12][C:7]=2[CH:6]=[C:5]1[CH2:15][N:16]1[C:21](=[O:22])[CH2:20][NH:19][CH2:18][C:17]1=[O:23].[CH2:26]([S:30](Cl)(=[O:32])=[O:31])[CH2:27][CH2:28][CH3:29]. Product: [CH2:26]([S:30]([N:19]1[CH2:18][C:17](=[O:23])[N:16]([CH2:15][C:5]2[N:4]([CH2:3][C:2]([CH3:25])([CH3:24])[CH3:1])[C:8]3[N:9]=[C:10]([C:13]#[N:14])[N:11]=[CH:12][C:7]=3[CH:6]=2)[C:21](=[O:22])[CH2:20]1)(=[O:32])=[O:31])[CH2:27][CH2:28][CH3:29]. The catalyst class is: 298. (7) Reactant: O1CCOCC1.[Cl:7][C:8]1[C:17]([C:18]2[CH:23]=[CH:22][CH:21]=[CH:20][CH:19]=2)=[C:16]([Cl:24])[C:15]2[C:10](=[CH:11][CH:12]=[C:13]([CH:25]([C:27]3[C:28]([CH3:33])=[N:29][O:30][C:31]=3[CH3:32])[OH:26])[CH:14]=2)[N:9]=1. Product: [Cl:7][C:8]1[C:17]([C:18]2[CH:19]=[CH:20][CH:21]=[CH:22][CH:23]=2)=[C:16]([Cl:24])[C:15]2[C:10](=[CH:11][CH:12]=[C:13]([C:25]([C:27]3[C:28]([CH3:33])=[N:29][O:30][C:31]=3[CH3:32])=[O:26])[CH:14]=2)[N:9]=1. The catalyst class is: 485. (8) Reactant: [CH2:1]([C:5]1[N:6]=[C:7]([CH3:27])[NH:8][C:9](=[O:26])[C:10]=1[CH2:11][C:12]1[CH:17]=[CH:16][C:15]([C:18]2[C:19]([C:24]#[N:25])=[CH:20][CH:21]=[CH:22][CH:23]=2)=[CH:14][CH:13]=1)[CH2:2][CH2:3][CH3:4].[O:28]1[C:32]2[CH:33]=[C:34](B(O)O)[CH:35]=[CH:36][C:31]=2[CH2:30][CH2:29]1.C([N:42](CC)CC)C.N1C=CC=CC=1.[C:53]([O:56]CC)(=[O:55])C. Product: [CH2:1]([C:5]1[N:6]=[C:7]([CH3:27])[N:8]([C:34]2[CH:35]=[CH:36][C:31]3[CH2:30][CH2:29][O:28][C:32]=3[CH:33]=2)[C:9](=[O:26])[C:10]=1[CH2:11][C:12]1[CH:17]=[CH:16][C:15]([C:18]2[CH:23]=[CH:22][CH:21]=[CH:20][C:19]=2[C:24]2[NH:42][C:53](=[O:55])[O:56][N:25]=2)=[CH:14][CH:13]=1)[CH2:2][CH2:3][CH3:4]. The catalyst class is: 302.